This data is from Reaction yield outcomes from USPTO patents with 853,638 reactions. The task is: Predict the reaction yield, written as a fraction of the theoretical maximum amount of product (1.0 means a 100% yield; for example, 0.34 means a 34% yield). (1) The reactants are Cl[CH2:2][C@H:3]([CH3:21])[C@H:4]([C:7]1[CH:12]=[CH:11][CH:10]=[C:9]([O:13][CH2:14][C:15]2[CH:20]=[CH:19][CH:18]=[CH:17][CH:16]=2)[CH:8]=1)[CH2:5][CH3:6].C(=O)([O-])[O-].[K+].[K+].Cl.[CH3:29][NH:30][CH3:31].O. The catalyst is CN(C)C=O. The product is [CH2:5]([C@@H:4]([C:7]1[CH:12]=[CH:11][CH:10]=[C:9]([O:13][CH2:14][C:15]2[CH:20]=[CH:19][CH:18]=[CH:17][CH:16]=2)[CH:8]=1)[C@@H:3]([CH3:21])[CH2:2][N:30]([CH3:31])[CH3:29])[CH3:6]. The yield is 0.900. (2) The reactants are [CH3:1][C:2]1[C:3](=[O:35])[N:4]([C:8]2[C:9]([CH3:34])=[C:10]([C:14]3[C:26]4[C:25]5[C:20](=[CH:21][C:22]([C:27]([OH:30])([CH3:29])[CH3:28])=[CH:23][CH:24]=5)[NH:19][C:18]=4[C:17]([C:31]([NH2:33])=[O:32])=[CH:16][CH:15]=3)[CH:11]=[CH:12][CH:13]=2)[CH2:5][C:6]=1[CH3:7].C([O-])=O.[NH4+]. The catalyst is CO.[Pd].C(Cl)Cl. The product is [CH3:1][CH:2]1[CH:6]([CH3:7])[CH2:5][N:4]([C:8]2[C:9]([CH3:34])=[C:10]([C:14]3[C:26]4[C:25]5[C:20](=[CH:21][C:22]([C:27]([OH:30])([CH3:29])[CH3:28])=[CH:23][CH:24]=5)[NH:19][C:18]=4[C:17]([C:31]([NH2:33])=[O:32])=[CH:16][CH:15]=3)[CH:11]=[CH:12][CH:13]=2)[C:3]1=[O:35]. The yield is 0.550. (3) The reactants are [CH3:1][O:2][C:3]([C@@H:5]1[CH2:9][CH2:8][N:7]([CH2:10][C:11]2[N:20]=[CH:19][C:18]3[C:13](=[CH:14][CH:15]=[C:16]([OH:21])[CH:17]=3)[N:12]=2)[CH2:6]1)=[O:4].[C:35]1(P([C:35]2[CH:40]=[CH:39][CH:38]=[CH:37][CH:36]=2)[C:35]2[CH:40]=[CH:39][CH:38]=[CH:37][CH:36]=2)[CH:40]=[CH:39][CH:38]=[CH:37][CH:36]=1.[C:41]1([CH3:47])[CH:46]=CC=[CH:43][CH:42]=1. The catalyst is C1COCC1. The product is [CH3:1][O:2][C:3]([C@@H:5]1[CH2:9][CH2:8][N:7]([CH2:10][C:11]2[N:20]=[CH:19][C:18]3[C:13](=[CH:14][CH:15]=[C:16]([O:21][CH:38]4[CH2:39][CH2:40][CH:35]([C:41]([CH3:47])([CH3:46])[CH2:42][CH3:43])[CH2:36][CH2:37]4)[CH:17]=3)[N:12]=2)[CH2:6]1)=[O:4]. The yield is 0.800. (4) The reactants are Cl[C:2]([CH:4]1[CH2:9][CH2:8][N:7]([C:10]([O:12][CH2:13][CH:14]2[C:26]3[CH:25]=[CH:24][CH:23]=[CH:22][C:21]=3[C:20]3[C:15]2=[CH:16][CH:17]=[CH:18][CH:19]=3)=[O:11])[CH2:6][CH2:5]1)=[O:3].[Si]([CH:31]=[N+:32]=[N-:33])(C)(C)C. The catalyst is C1(C)C=CC=CC=1. The product is [N+:32](=[CH:31][C:2]([CH:4]1[CH2:9][CH2:8][N:7]([C:10]([O:12][CH2:13][CH:14]2[C:26]3[CH:25]=[CH:24][CH:23]=[CH:22][C:21]=3[C:20]3[C:15]2=[CH:16][CH:17]=[CH:18][CH:19]=3)=[O:11])[CH2:6][CH2:5]1)=[O:3])=[N-:33]. The yield is 0.980. (5) The reactants are [Cl:1][C:2]1[N:7]=[C:6](Cl)[CH:5]=[CH:4][N:3]=1.[O:9]1[CH2:14][CH2:13][CH:12]([CH:15]([N:19]2[CH:23]=[C:22](B3OC(C)(C)C(C)(C)O3)[CH:21]=[N:20]2)[CH2:16][C:17]#[N:18])[CH2:11][CH2:10]1.P([O-])([O-])([O-])=O.[K+].[K+].[K+].O1CCOCC1.O. The catalyst is CCOC(C)=O.C1C=CC([P]([Pd]([P](C2C=CC=CC=2)(C2C=CC=CC=2)C2C=CC=CC=2)([P](C2C=CC=CC=2)(C2C=CC=CC=2)C2C=CC=CC=2)[P](C2C=CC=CC=2)(C2C=CC=CC=2)C2C=CC=CC=2)(C2C=CC=CC=2)C2C=CC=CC=2)=CC=1. The product is [Cl:1][C:2]1[N:7]=[C:6]([C:22]2[CH:21]=[N:20][N:19]([CH:15]([CH:12]3[CH2:13][CH2:14][O:9][CH2:10][CH2:11]3)[CH2:16][C:17]#[N:18])[CH:23]=2)[CH:5]=[CH:4][N:3]=1. The yield is 0.714.